From a dataset of Reaction yield outcomes from USPTO patents with 853,638 reactions. Predict the reaction yield, written as a fraction of the theoretical maximum amount of product (1.0 means a 100% yield; for example, 0.34 means a 34% yield). (1) The catalyst is C(#N)C.C([O-])(=O)C.[Pd+2].C([O-])(=O)C. The product is [C:33]([O:32][C@@H:30]([C:26]1[CH:25]=[CH:24][C:23]2[C:28](=[CH:29][C:20](/[CH:15]=[CH:14]/[C:10]([C:7]([O:6][Si:5]([C:1]([CH3:4])([CH3:3])[CH3:2])([CH3:18])[CH3:17])([CH3:8])[CH3:9])([CH3:16])[C:11]([OH:13])=[O:12])=[CH:21][CH:22]=2)[N:27]=1)[CH3:31])(=[O:35])[CH3:34]. The yield is 0.650. The reactants are [C:1]([Si:5]([CH3:18])([CH3:17])[O:6][C:7]([C:10]([CH3:16])([CH:14]=[CH2:15])[C:11]([OH:13])=[O:12])([CH3:9])[CH3:8])([CH3:4])([CH3:3])[CH3:2].Br[C:20]1[CH:29]=[C:28]2[C:23]([CH:24]=[CH:25][C:26]([C@H:30]([O:32][C:33](=[O:35])[CH3:34])[CH3:31])=[N:27]2)=[CH:22][CH:21]=1.C1(C)C=CC=CC=1P(C1C=CC=CC=1C)C1C=CC=CC=1C.C(N(CC)CC)C. (2) The reactants are Br[C:2]1[CH:14]=[CH:13][C:5]([CH2:6][N:7]2[CH2:12][CH2:11][O:10][CH2:9][CH2:8]2)=[CH:4][C:3]=1[F:15].[B:16]1([B:16]2[O:20][C:19]([CH3:22])([CH3:21])[C:18]([CH3:24])([CH3:23])[O:17]2)[O:20][C:19]([CH3:22])([CH3:21])[C:18]([CH3:24])([CH3:23])[O:17]1.C(Cl)Cl.C([O-])(=O)C.[K+]. The catalyst is C(OCC)(=O)C.C1C=CC(P(C2C=CC=CC=2)[C-]2C=CC=C2)=CC=1.C1C=CC(P(C2C=CC=CC=2)[C-]2C=CC=C2)=CC=1.Cl[Pd]Cl.[Fe+2].CN(C=O)C. The product is [F:15][C:3]1[CH:4]=[C:5]([CH:13]=[CH:14][C:2]=1[B:16]1[O:20][C:19]([CH3:22])([CH3:21])[C:18]([CH3:24])([CH3:23])[O:17]1)[CH2:6][N:7]1[CH2:12][CH2:11][O:10][CH2:9][CH2:8]1. The yield is 0.650.